Task: Predict the reactants needed to synthesize the given product.. Dataset: Full USPTO retrosynthesis dataset with 1.9M reactions from patents (1976-2016) (1) Given the product [CH3:22][C:17]1([C:15]2[N:16]=[C:12]([CH2:11][OH:10])[O:13][CH:14]=2)[O:21][CH2:20][CH2:19][O:18]1, predict the reactants needed to synthesize it. The reactants are: N#N.[Si]([O:10][CH2:11][C:12]1[O:13][CH:14]=[C:15]([C:17]2([CH3:22])[O:21][CH2:20][CH2:19][O:18]2)[N:16]=1)(C(C)(C)C)(C)C.CCCC[N+](CCCC)(CCCC)CCCC.[F-].[NH4+].[Cl-]. (2) Given the product [CH3:1][C:2]1([CH3:16])[O:6][CH:5]([CH2:7][O:8][C:9]2[N:14]=[C:13]([NH:15][C:34]([C:31]3[N:29]4[N:30]=[C:25]([C:20]5[CH:21]=[CH:22][CH:23]=[CH:24][C:19]=5[C:18]([F:38])([F:17])[F:37])[CH:26]=[CH:27][C:28]4=[N:33][CH:32]=3)=[O:35])[CH:12]=[CH:11][CH:10]=2)[CH2:4][O:3]1, predict the reactants needed to synthesize it. The reactants are: [CH3:1][C:2]1([CH3:16])[O:6][CH:5]([CH2:7][O:8][C:9]2[N:14]=[C:13]([NH2:15])[CH:12]=[CH:11][CH:10]=2)[CH2:4][O:3]1.[F:17][C:18]([F:38])([F:37])[C:19]1[CH:24]=[CH:23][CH:22]=[CH:21][C:20]=1[C:25]1[CH:26]=[CH:27][C:28]2[N:29]([C:31]([C:34](O)=[O:35])=[CH:32][N:33]=2)[N:30]=1.CN(C(ON1N=NC2C=CC=NC1=2)=[N+](C)C)C.F[P-](F)(F)(F)(F)F.CCN(C(C)C)C(C)C.